Dataset: Catalyst prediction with 721,799 reactions and 888 catalyst types from USPTO. Task: Predict which catalyst facilitates the given reaction. Reactant: [OH:1][C:2]1[CH:7]=[CH:6][N:5]([CH2:8][CH2:9][C:10]2[CH:15]=[CH:14][C:13]([CH2:16][OH:17])=[CH:12][CH:11]=2)[C:4](=[O:18])[CH:3]=1.Br[CH2:20][C:21]1[CH:26]=[CH:25][CH:24]=[CH:23][C:22]=1[F:27].C(=O)([O-])[O-].[K+].[K+]. Product: [F:27][C:22]1[CH:23]=[CH:24][CH:25]=[CH:26][C:21]=1[CH2:20][O:1][C:2]1[CH:7]=[CH:6][N:5]([CH2:8][CH2:9][C:10]2[CH:15]=[CH:14][C:13]([CH2:16][OH:17])=[CH:12][CH:11]=2)[C:4](=[O:18])[CH:3]=1. The catalyst class is: 31.